This data is from Catalyst prediction with 721,799 reactions and 888 catalyst types from USPTO. The task is: Predict which catalyst facilitates the given reaction. Reactant: [Cl:1][C:2]1[CH:3]=[C:4]([CH:24]=[CH:25][CH:26]=1)[CH2:5][N:6]1[C:10]2[CH:11]=[CH:12][C:13]3[N:14]([C:15]([CH3:18])=[N:16][N:17]=3)[C:9]=2[CH:8]=[C:7]1[C:19]1[NH:23][N:22]=[CH:21][CH:20]=1.[C:27]([CH:29]=[C:30]1[CH2:33][N:32](C(OC(C)(C)C)=O)[CH2:31]1)#[N:28].N12CCCN=C1CCCCC2.Cl.O1CCOCC1.N. Product: [Cl:1][C:2]1[CH:3]=[C:4]([CH:24]=[CH:25][CH:26]=1)[CH2:5][N:6]1[C:10]2[CH:11]=[CH:12][C:13]3[N:14]([C:15]([CH3:18])=[N:16][N:17]=3)[C:9]=2[CH:8]=[C:7]1[C:19]1[CH:20]=[CH:21][N:22]([C:30]2([CH2:29][C:27]#[N:28])[CH2:33][NH:32][CH2:31]2)[N:23]=1. The catalyst class is: 382.